From a dataset of Forward reaction prediction with 1.9M reactions from USPTO patents (1976-2016). Predict the product of the given reaction. (1) Given the reactants [NH2:1][C:2]1[N:9]=[CH:8][C:7]([C:10]2[CH:15]=[CH:14][C:13]([F:16])=[CH:12][CH:11]=2)=[CH:6][C:3]=1[CH:4]=O.[NH2:17][C:18]1[C:23]([NH2:24])=[CH:22][CH:21]=[CH:20][C:19]=1[CH3:25], predict the reaction product. The product is: [F:16][C:13]1[CH:14]=[CH:15][C:10]([C:7]2[CH:6]=[C:3]([C:4]3[NH:24][C:23]4[CH:22]=[CH:21][CH:20]=[C:19]([CH3:25])[C:18]=4[N:17]=3)[C:2]([NH2:1])=[N:9][CH:8]=2)=[CH:11][CH:12]=1. (2) Given the reactants [O:1]1[CH2:5][CH2:4][O:3][CH:2]1[CH2:6][C:7]1[CH:8]=[C:9]([CH2:13][OH:14])[CH:10]=[CH:11][CH:12]=1.O[C:16]1[CH:17]=[C:18]([CH:21]=[CH:22][CH:23]=1)[CH:19]=[O:20].OC1C=C(C=CC=1)C(C1C=CC=CC=1)=O, predict the reaction product. The product is: [O:1]1[CH2:5][CH2:4][O:3][CH:2]1[CH2:6][C:7]1[CH:8]=[C:9]([CH:10]=[CH:11][CH:12]=1)[CH2:13][O:14][C:16]1[CH:17]=[C:18]([CH:21]=[CH:22][CH:23]=1)[CH:19]=[O:20]. (3) Given the reactants [CH3:1][O:2][C:3]1[CH:4]=[C:5]2[C:10](=[C:11]([CH3:28])[C:12]=1[O:13][C@H:14]1[C@@H:19]3[O:20]C(=O)[O:22][C@@H:18]3[C@@H:17]([O:24][CH3:25])[C:16]([CH3:27])([CH3:26])[O:15]1)[O:9][C:8](=[O:29])[C:7]([NH:30]C(=O)OCC1C=CC=CC=1)=[CH:6]2.CCN=C=NCCCN(C)C.[NH:52]1[C:60]2[C:55](=[CH:56][CH:57]=[CH:58][CH:59]=2)[CH:54]=[C:53]1[C:61]([OH:63])=O.C(=O)([O-])[O-], predict the reaction product. The product is: [OH:20][C@@H:19]1[C@H:18]([OH:22])[C@@H:17]([O:24][CH3:25])[C:16]([CH3:26])([CH3:27])[O:15][C@H:14]1[O:13][C:12]1[C:11]([CH3:28])=[C:10]2[C:5]([CH:6]=[C:7]([NH:30][C:61]([C:53]3[NH:52][C:60]4[C:55]([CH:54]=3)=[CH:56][CH:57]=[CH:58][CH:59]=4)=[O:63])[C:8](=[O:29])[O:9]2)=[CH:4][C:3]=1[O:2][CH3:1]. (4) Given the reactants [Cl:1][C:2]1[CH:17]=[CH:16][C:15]([Cl:18])=[CH:14][C:3]=1[O:4][C:5]1[C:10]([C:11]([OH:13])=O)=[CH:9][N:8]=[CH:7][N:6]=1.[I-].ClC1C=CC=C[N+]=1C.C(N(CC)CC)C.[NH:35]1[C:44]2[C:39](=[CH:40][CH:41]=[CH:42][CH:43]=2)[CH2:38][CH2:37][CH2:36]1.C(=O)(O)[O-].[Na+], predict the reaction product. The product is: [Cl:1][C:2]1[CH:17]=[CH:16][C:15]([Cl:18])=[CH:14][C:3]=1[O:4][C:5]1[C:10]([C:11]([N:35]2[C:44]3[C:39](=[CH:40][CH:41]=[CH:42][CH:43]=3)[CH2:38][CH2:37][CH2:36]2)=[O:13])=[CH:9][N:8]=[CH:7][N:6]=1.